The task is: Regression. Given a peptide amino acid sequence and an MHC pseudo amino acid sequence, predict their binding affinity value. This is MHC class I binding data.. This data is from Peptide-MHC class I binding affinity with 185,985 pairs from IEDB/IMGT. (1) The peptide sequence is WHYDDENPY. The MHC is HLA-B35:01 with pseudo-sequence HLA-B35:01. The binding affinity (normalized) is 0.272. (2) The peptide sequence is IQTHCEVGY. The MHC is HLA-B46:01 with pseudo-sequence HLA-B46:01. The binding affinity (normalized) is 0.0847. (3) The peptide sequence is RLAELIGPA. The MHC is HLA-A03:01 with pseudo-sequence HLA-A03:01. The binding affinity (normalized) is 0.354.